Predict the reactants needed to synthesize the given product. From a dataset of Full USPTO retrosynthesis dataset with 1.9M reactions from patents (1976-2016). (1) Given the product [F:8][C:6]1[CH:5]=[CH:4][C:3]([N+:9]([O-:11])=[O:10])=[C:2]([O:15][CH2:14][C:13]([F:17])([F:16])[F:12])[CH:7]=1, predict the reactants needed to synthesize it. The reactants are: F[C:2]1[CH:7]=[C:6]([F:8])[CH:5]=[CH:4][C:3]=1[N+:9]([O-:11])=[O:10].[F:12][C:13]([F:17])([F:16])[CH2:14][OH:15].[OH-].[Na+].OS(O)(=O)=O. (2) Given the product [NH:33]1[C:34]2[C:30](=[CH:29][C:28]([C:2]3[CH:19]=[CH:18][C:5]([C:6]([NH:8][CH2:9][C:10]4[CH:15]=[CH:14][CH:13]=[C:12]([O:16][CH3:17])[CH:11]=4)=[O:7])=[CH:4][CH:3]=3)=[CH:36][CH:35]=2)[CH:31]=[N:32]1, predict the reactants needed to synthesize it. The reactants are: Br[C:2]1[CH:19]=[CH:18][C:5]([C:6]([NH:8][CH2:9][C:10]2[CH:15]=[CH:14][CH:13]=[C:12]([O:16][CH3:17])[CH:11]=2)=[O:7])=[CH:4][CH:3]=1.CC1(C)C(C)(C)OB([C:28]2[CH:29]=[C:30]3[C:34](=[CH:35][CH:36]=2)[NH:33][N:32]=[CH:31]3)O1.C(=O)([O-])[O-].[Na+].[Na+].COCCOC. (3) Given the product [CH:30]1([CH2:29][CH:22]([C:19]2[CH:18]=[CH:17][C:16]([S:15][C:14]([F:26])([F:13])[F:27])=[CH:21][CH:20]=2)[C:23]([OH:25])=[O:24])[CH2:34][CH2:33][CH2:32][CH2:31]1, predict the reactants needed to synthesize it. The reactants are: C(NC(C)C)(C)C.C([Li])CCC.[F:13][C:14]([F:27])([F:26])[S:15][C:16]1[CH:21]=[CH:20][C:19]([CH2:22][C:23]([OH:25])=[O:24])=[CH:18][CH:17]=1.I[CH2:29][CH:30]1[CH2:34][CH2:33][CH2:32][CH2:31]1. (4) Given the product [F:14][C:15]1[CH:16]=[C:17]([CH:21]=[CH:22][C:23]=1[F:24])[C:18]([N:10]=[C:8]1[N:7]([CH:26]([CH2:31][CH3:32])[C:27]([OH:29])=[O:28])[C:6]2[CH:11]=[C:2]([F:1])[C:3]([F:13])=[C:4]([F:12])[C:5]=2[S:9]1)=[O:19], predict the reactants needed to synthesize it. The reactants are: [F:1][C:2]1[C:3]([F:13])=[C:4]([F:12])[C:5]2[S:9][C:8]([NH2:10])=[N:7][C:6]=2[CH:11]=1.[F:14][C:15]1[CH:16]=[C:17]([CH:21]=[CH:22][C:23]=1[F:24])[C:18](Cl)=[O:19].Br[CH:26]([CH2:31][CH3:32])[C:27]([O:29]C)=[O:28].COC1C=CC2N=C(N)SC=2C=1.ClC1C=C(C=CC=1)C(Cl)=O.BrCC(OCC)=O. (5) Given the product [ClH:11].[NH4+:4].[NH4+:12].[NH2:10][C@@H:6]([CH2:5][CH2:1][CH2:2][CH2:3][NH2:4])[C:7]([O-:9])=[O:8].[NH2:10][C@@H:6]([CH2:5][CH2:1][CH2:2][CH2:3][NH2:4])[C:7]([O-:9])=[O:8], predict the reactants needed to synthesize it. The reactants are: [CH2:1]([CH2:5][C@H:6]([NH2:10])[C:7]([OH:9])=[O:8])[CH2:2][CH2:3][NH2:4].[ClH:11].[NH3:12]. (6) Given the product [CH3:1][O:2][CH2:3][C:4]1[CH:5]=[CH:6][C:7]([C:10]2[C:11](=[O:20])[N:12]([C:24](=[O:38])[CH2:25][NH:27][C:28]3[CH:33]=[CH:32][CH:31]=[C:30]([C:34]([F:37])([F:36])[F:35])[CH:29]=3)[C:13]3([CH2:15][CH2:16][CH2:17][CH2:18][CH2:19]3)[N:14]=2)=[CH:8][CH:9]=1, predict the reactants needed to synthesize it. The reactants are: [CH3:1][O:2][CH2:3][C:4]1[CH:9]=[CH:8][C:7]([C:10]2[C:11](=[O:20])[NH:12][C:13]3([CH2:19][CH2:18][CH2:17][CH2:16][CH2:15]3)[N:14]=2)=[CH:6][CH:5]=1.[H-].[Na+].Br[CH2:24][C:25]([NH:27][C:28]1[CH:33]=[CH:32][CH:31]=[C:30]([C:34]([F:37])([F:36])[F:35])[CH:29]=1)=O.[OH2:38]. (7) Given the product [CH3:41][O:40][C:38]1[CH:37]=[CH:36][C:21]2[NH:22][CH2:23][C:24](=[O:25])[N:19]([C:14]3[N:13]=[CH:12][C:11]4[CH2:10][CH:9]([NH:8][C:6](=[O:7])[O:5][C:2]([CH3:1])([CH3:4])[CH3:3])[CH2:18][CH2:17][C:16]=4[N:15]=3)[C:20]=2[N:39]=1, predict the reactants needed to synthesize it. The reactants are: [CH3:1][C:2]([O:5][C:6]([NH:8][CH:9]1[CH2:18][CH2:17][C:16]2[N:15]=[C:14]([N:19]3[C:24](=[O:25])[CH2:23][N:22](C(OCC4C=CC=CC=4)=O)[C:21]4[CH:36]=[CH:37][C:38]([O:40][CH3:41])=[N:39][C:20]3=4)[N:13]=[CH:12][C:11]=2[CH2:10]1)=[O:7])([CH3:4])[CH3:3].[H][H].